From a dataset of Forward reaction prediction with 1.9M reactions from USPTO patents (1976-2016). Predict the product of the given reaction. (1) Given the reactants [Cl:1][C:2]1[CH:3]=[CH:4][C:5]([O:8][CH:9]2[CH2:14][CH2:13][NH:12][CH2:11][CH2:10]2)=[N:6][CH:7]=1.C(N(C(C)C)CC)(C)C.[CH3:24][S:25](Cl)(=[O:27])=[O:26], predict the reaction product. The product is: [Cl:1][C:2]1[CH:3]=[CH:4][C:5]([O:8][CH:9]2[CH2:14][CH2:13][N:12]([S:25]([CH3:24])(=[O:27])=[O:26])[CH2:11][CH2:10]2)=[N:6][CH:7]=1. (2) The product is: [NH2:5][CH2:6][CH:7]([C:15]1[NH:16][C:17]2[C:22]([CH:23]=1)=[CH:21][CH:20]=[CH:19][N:18]=2)[O:8][CH:9]1[CH2:14][CH2:13][CH2:12][CH2:11][O:10]1. Given the reactants C1(=O)[N:5]([CH2:6][CH:7]([C:15]2[NH:16][C:17]3[C:22]([CH:23]=2)=[CH:21][CH:20]=[CH:19][N:18]=3)[O:8][CH:9]2[CH2:14][CH2:13][CH2:12][CH2:11][O:10]2)C(=O)C2=CC=CC=C12.CCO, predict the reaction product. (3) Given the reactants Cl[C:2]1[CH:7]=[C:6]([N:8]2[CH2:13][CH2:12][O:11][CH2:10][C@H:9]2[CH:14]([CH3:16])[CH3:15])[N:5]=[C:4]([NH2:17])[N:3]=1.[C:18]([C:20]1[CH:25]=[CH:24][C:23](B(O)O)=[CH:22][C:21]=1[F:29])#[N:19].C1(P(C2CCCCC2)C2CCCCC2)CCCCC1.[O-]P([O-])([O-])=O.[K+].[K+].[K+], predict the reaction product. The product is: [NH2:17][C:4]1[N:3]=[C:2]([C:23]2[CH:24]=[CH:25][C:20]([C:18]#[N:19])=[C:21]([F:29])[CH:22]=2)[CH:7]=[C:6]([N:8]2[CH2:13][CH2:12][O:11][CH2:10][C@H:9]2[CH:14]([CH3:16])[CH3:15])[N:5]=1.